The task is: Binary Classification. Given a miRNA mature sequence and a target amino acid sequence, predict their likelihood of interaction.. This data is from Experimentally validated miRNA-target interactions with 360,000+ pairs, plus equal number of negative samples. (1) The miRNA is hsa-miR-4643 with sequence GACACAUGACCAUAAAUGCUAA. The protein sequence of the target gene is MEEQDARVPALEPFRVEQAPPLIYYVPDFISKEEEEYLLRQVFNAPKPKWTQLSGRKLQNWGGLPHPRGMVPERLPPWLQRYVDKVSDLSLFGGLPANHVLVNQYLPGEGIMPHEDGPLYYPTVSTISLGSHTVLDFYEPRQPDDDVPMEQPRPPQRPITSLLVEPRSLLVLRGTAYTRLLHGISATRVDELDATSLPPNATACKSALPGAHLVRGTRVSLTIRRVPRVLRASLLLSK. Result: 0 (no interaction). (2) The miRNA is hsa-miR-1297 with sequence UUCAAGUAAUUCAGGUG. The protein sequence of the target gene is MEAAVGVPDGGDQGGAGPREDATPMDAYLRKLGLYRKLVAKDGSCLFRAVAEQVLHSQSRHVEVRMACIHYLRENREKFEAFIEGSFEEYLKRLENPQEWVGQVEISALSLMYRKDFIIYREPNVSPSQVTENNFPEKVLLCFSNGNHYDIVYPIKYKESSAMCQSLLYELLYEKVFKTDVSKIVMELDTLEVADEDNSEISDSEDDSCKSKTAAAAADVNGFKPLSGNEQLKNNGNSTSLPLSRKVLKSLNPAVYRNVEYEIWLKSKQAQQKRDYSIAAGLQYEVGDKCQVRLDHNGKF.... Result: 1 (interaction). (3) The miRNA is mmu-miR-543-3p with sequence AAACAUUCGCGGUGCACUUCUU. The protein sequence of the target gene is MNLNPPTSALQIEGKGSHIMARNVSCFLVRHTPHPRRVCHIKGLNNIPICTVNDDENAFGTLWGVGQSNYLEKNRIPFANCSYPSSTAVQESPVRGMSPAPNGAKVPPRPHSEPSRKIKECFKTSSENPLVIKKEEIKAKRPPSPPKACSTPGSCSSGMTSTKNDVKANTICIPNYLDQEIKILAKLCSILHTDSLAEVLQWLLHATSKEKEWVSALIHSELAEINLLTHHRRNTSMEPAAETGKPPTVKSPPTVKLPPNFTAKSKVLTRDTEGDQPTRVSSQGSEENKEVPKEAEHKPP.... Result: 0 (no interaction). (4) The miRNA is mmu-miR-5101 with sequence UUUGUUUGUUUUGCUGAUGCAG. The protein sequence of the target gene is MANAEVSVPVGDVVVVPTEGNEGENPEDTKTQVILQLQPVQQGIYEAGSENSAAVVAVETHSIHKIEEGIDASSIEGNEDMEIAYPITCGESKAVLLWKKFVCPGINVKCVKFNDQLISPKHFVHLAGKSTLKDWKRAIRLGGIMLRKMMDSGQIDFYQHDKVCSNTCRSTKFDLLISSARAPVPGQQTSVVQTPTSADGNITQIAISEESMEEAGLEWNSALTAAVTMATEEGIKKESEEISEDTLMFWKGIADVGLMEEVVCNIQKEMEELLRGVQQRLIQAPFQVTDAAVLNNVANT.... Result: 1 (interaction).